This data is from Peptide-MHC class I binding affinity with 185,985 pairs from IEDB/IMGT. The task is: Regression. Given a peptide amino acid sequence and an MHC pseudo amino acid sequence, predict their binding affinity value. This is MHC class I binding data. (1) The peptide sequence is AARHKHQVM. The MHC is HLA-B15:17 with pseudo-sequence HLA-B15:17. The binding affinity (normalized) is 0.0847. (2) The peptide sequence is VPGSETMCY. The MHC is HLA-B08:01 with pseudo-sequence HLA-B08:01. The binding affinity (normalized) is 0. (3) The peptide sequence is ILARRPTPKK. The MHC is HLA-A03:01 with pseudo-sequence HLA-A03:01. The binding affinity (normalized) is 0.951. (4) The peptide sequence is MSRKLHRYI. The MHC is HLA-A02:19 with pseudo-sequence HLA-A02:19. The binding affinity (normalized) is 0.0847. (5) The peptide sequence is RRRTPKKAKA. The MHC is HLA-B27:05 with pseudo-sequence HLA-B27:05. The binding affinity (normalized) is 0.477. (6) The peptide sequence is LFKRERDAIK. The MHC is HLA-A11:01 with pseudo-sequence HLA-A11:01. The binding affinity (normalized) is 0. (7) The peptide sequence is IMNHLMTLY. The MHC is HLA-A30:02 with pseudo-sequence HLA-A30:02. The binding affinity (normalized) is 0.946.